From a dataset of Full USPTO retrosynthesis dataset with 1.9M reactions from patents (1976-2016). Predict the reactants needed to synthesize the given product. (1) The reactants are: [CH3:1][O:2][C:3](=[O:27])[C:4]([N:6]([C:13]1[C:18]([C:19](=[O:25])[CH2:20][CH2:21][CH:22]2[CH2:24][CH2:23]2)=[CH:17][CH:16]=[C:15]([CH3:26])[N:14]=1)[C:7]1[CH:12]=[CH:11][CH:10]=[CH:9][CH:8]=1)=O.CO.C([O-])([O-])=O.[K+].[K+]. Given the product [CH3:1][O:2][C:3]([C:4]1[N:6]([C:7]2[CH:8]=[CH:9][CH:10]=[CH:11][CH:12]=2)[C:13]2[C:18]([C:19](=[O:25])[C:20]=1[CH2:21][CH:22]1[CH2:23][CH2:24]1)=[CH:17][CH:16]=[C:15]([CH3:26])[N:14]=2)=[O:27], predict the reactants needed to synthesize it. (2) Given the product [NH2:12][C:6]1[CH:5]=[CH:4][C:3]([O:2][CH3:1])=[CH:11][C:7]=1[C:8]([OH:10])=[O:9], predict the reactants needed to synthesize it. The reactants are: [CH3:1][O:2][C:3]1[CH:4]=[CH:5][C:6]([N+:12]([O-])=O)=[C:7]([CH:11]=1)[C:8]([OH:10])=[O:9]. (3) Given the product [I:1][C:10]1[CH:11]=[C:5]([C:4]([F:12])([F:13])[F:3])[CH:6]=[CH:7][C:8]=1[NH2:9], predict the reactants needed to synthesize it. The reactants are: [I:1]I.[F:3][C:4]([F:13])([F:12])[C:5]1[CH:11]=[CH:10][C:8]([NH2:9])=[CH:7][CH:6]=1. (4) Given the product [C:16]([O:15][C:13]([N:8]1[CH2:9][CH2:10][C:11]2[NH:31][N:30]([C:21]3[CH:22]=[N:23][C:24]4[C:29](=[CH:28][CH:27]=[CH:26][CH:25]=4)[N:20]=3)[C:4](=[O:5])[C:6]=2[CH2:7]1)=[O:14])([CH3:17])([CH3:18])[CH3:19], predict the reactants needed to synthesize it. The reactants are: C(O[C:4]([CH:6]1[C:11](=O)[CH2:10][CH2:9][N:8]([C:13]([O:15][C:16]([CH3:19])([CH3:18])[CH3:17])=[O:14])[CH2:7]1)=[O:5])C.[N:20]1[C:29]2[C:24](=[CH:25][CH:26]=[CH:27][CH:28]=2)[N:23]=[CH:22][C:21]=1[NH:30][NH2:31]. (5) Given the product [NH2:28][CH:3]([C:4]1[CH:5]=[CH:6][C:7]([C:10]2[C:19]([C:20]3[CH:25]=[CH:24][CH:23]=[CH:22][CH:21]=3)=[CH:18][C:17]3[C:16](=[O:26])[NH:15][CH:14]=[CH:13][C:12]=3[N:11]=2)=[CH:8][CH:9]=1)[CH2:2][F:1], predict the reactants needed to synthesize it. The reactants are: [F:1][CH2:2][CH:3]([NH:28]S(C(C)(C)C)=O)[C:4]1[CH:9]=[CH:8][C:7]([C:10]2[C:19]([C:20]3[CH:25]=[CH:24][CH:23]=[CH:22][CH:21]=3)=[CH:18][C:17]3[C:12](=[CH:13][CH:14]=[N:15][C:16]=3[O:26]C)[N:11]=2)=[CH:6][CH:5]=1. (6) Given the product [CH2:25]([N:22]([CH2:23][CH3:24])[C:20]([C:19]1[CH:27]=[CH:28][C:16]([CH:9]([N:10]2[CH2:11][CH2:12][N:13]([CH2:29][C:30]3[CH:35]=[CH:34][CH:33]=[CH:32][CH:31]=3)[CH2:14][CH2:15]2)[C:5]2[CH:4]=[C:3]([CH:8]=[CH:7][CH:6]=2)[C:1]#[N:2])=[CH:17][CH:18]=1)=[O:21])[CH3:26], predict the reactants needed to synthesize it. The reactants are: [C:1]([C:3]1[CH:4]=[C:5]([CH:9]([C:16]2[CH:28]=[CH:27][C:19]([C:20]([N:22]([CH2:25][CH3:26])[CH2:23][CH3:24])=[O:21])=[CH:18][CH:17]=2)[N:10]2[CH2:15][CH2:14][NH:13][CH2:12][CH2:11]2)[CH:6]=[CH:7][CH:8]=1)#[N:2].[CH:29](=O)[C:30]1[CH:35]=[CH:34][CH:33]=[CH:32][CH:31]=1.C(O[BH-](OC(=O)C)OC(=O)C)(=O)C.[Na+]. (7) Given the product [Cl:13][C:14]1[CH:19]=[CH:18][C:17]([CH2:20][CH2:21][CH2:22][NH2:6])=[CH:16][CH:15]=1, predict the reactants needed to synthesize it. The reactants are: [K].C1(=O)[NH:6]C(=O)C2=CC=CC=C12.[Cl:13][C:14]1[CH:19]=[CH:18][C:17]([CH2:20][CH2:21][CH2:22]Br)=[CH:16][CH:15]=1.O.NN. (8) Given the product [F:32][C:29]1[CH:28]=[CH:27][C:26]([CH2:25][N:24]2[CH2:23][CH2:22][C:21]3[N:17]([CH:18]=[N:19][CH:20]=3)[CH:8]([C:9]3[CH:14]=[CH:13][CH:12]=[CH:11][C:10]=3[O:15][CH3:16])[C:7]2=[O:6])=[CH:31][CH:30]=1, predict the reactants needed to synthesize it. The reactants are: C[Al](C)C.C[O:6][C:7](=O)[CH:8]([N:17]1[C:21]([CH2:22][CH2:23][NH:24][CH2:25][C:26]2[CH:31]=[CH:30][C:29]([F:32])=[CH:28][CH:27]=2)=[CH:20][N:19]=[CH:18]1)[C:9]1[CH:14]=[CH:13][CH:12]=[CH:11][C:10]=1[O:15][CH3:16]. (9) Given the product [CH2:1]([O:8][C:9]1[CH:17]=[C:16]2[C:12]([C:13]([CH:24]=[O:25])=[N:14][N:15]2[CH:18]2[CH2:23][CH2:22][CH2:21][CH2:20][O:19]2)=[CH:11][CH:10]=1)[C:2]1[CH:7]=[CH:6][CH:5]=[CH:4][CH:3]=1, predict the reactants needed to synthesize it. The reactants are: [CH2:1]([O:8][C:9]1[CH:17]=[C:16]2[C:12]([C:13]([CH2:24][OH:25])=[N:14][N:15]2[CH:18]2[CH2:23][CH2:22][CH2:21][CH2:20][O:19]2)=[CH:11][CH:10]=1)[C:2]1[CH:7]=[CH:6][CH:5]=[CH:4][CH:3]=1.